This data is from Full USPTO retrosynthesis dataset with 1.9M reactions from patents (1976-2016). The task is: Predict the reactants needed to synthesize the given product. (1) The reactants are: Br[C:2]1[CH:3]=[C:4]([C:8]([N:10]=[S:11]([C:14]2[CH:15]=[C:16]([CH2:20][C:21]([O:23][CH3:24])=[O:22])[CH:17]=[CH:18][CH:19]=2)([CH3:13])=[O:12])=[O:9])[CH:5]=[N:6][CH:7]=1.[C:25]([C:27]1[CH:28]=[C:29]([NH:33][C:34]([C:36]2[N:40]([CH3:41])[N:39]=[C:38]([CH3:42])[CH:37]=2)=[O:35])[CH:30]=[CH:31][CH:32]=1)#[CH:26]. Given the product [CH3:41][N:40]1[C:36]([C:34]([NH:33][C:29]2[CH:28]=[C:27]([C:25]#[C:26][C:2]3[CH:3]=[C:4]([C:8]([N:10]=[S:11]([C:14]4[CH:15]=[C:16]([CH2:20][C:21]([O:23][CH3:24])=[O:22])[CH:17]=[CH:18][CH:19]=4)([CH3:13])=[O:12])=[O:9])[CH:5]=[N:6][CH:7]=3)[CH:32]=[CH:31][CH:30]=2)=[O:35])=[CH:37][C:38]([CH3:42])=[N:39]1, predict the reactants needed to synthesize it. (2) Given the product [C:30]([O:29][C@:27]1([CH3:28])[CH:26]([O:38][C:39](=[O:46])[C:40]2[CH:45]=[CH:44][CH:43]=[CH:42][CH:41]=2)[CH:25]([CH2:47][O:48][C:49](=[O:56])[C:50]2[CH:51]=[CH:52][CH:53]=[CH:54][CH:55]=2)[O:24][C@H:23]1[N:8]1[C:4]2[N:5]=[CH:6][N:7]=[C:2]([NH2:1])[C:3]=2[C:10]([C:11]#[N:12])=[C:9]1[Br:13])(=[O:37])[C:31]1[CH:36]=[CH:35][CH:34]=[CH:33][CH:32]=1, predict the reactants needed to synthesize it. The reactants are: [NH2:1][C:2]1[C:3]2[C:10]([C:11]#[N:12])=[C:9]([Br:13])[NH:8][C:4]=2[N:5]=[CH:6][N:7]=1.C(O[C@@H:23]1[C@@:27]([O:29][C:30](=[O:37])[C:31]2[CH:36]=[CH:35][CH:34]=[CH:33][CH:32]=2)([CH3:28])[C@H:26]([O:38][C:39](=[O:46])[C:40]2[CH:45]=[CH:44][CH:43]=[CH:42][CH:41]=2)[CH:25]([CH2:47][O:48][C:49](=[O:56])[C:50]2[CH:55]=[CH:54][CH:53]=[CH:52][CH:51]=2)[O:24]1)(=O)C1C=CC=CC=1.C1CCN2C(=NCCC2)CC1.[Si](OS(C(F)(F)F)(=O)=O)(C)(C)C.C([O-])(O)=O.[Na+]. (3) Given the product [OH:16][CH:17]1[CH2:22][CH2:21][N:20]([C:9]([O:11][C:12]([CH3:13])([CH3:14])[CH3:15])=[O:10])[CH2:19][CH2:18]1, predict the reactants needed to synthesize it. The reactants are: [C:9](O[C:9]([O:11][C:12]([CH3:15])([CH3:14])[CH3:13])=[O:10])([O:11][C:12]([CH3:15])([CH3:14])[CH3:13])=[O:10].[OH:16][CH:17]1[CH2:22][CH2:21][NH:20][CH2:19][CH2:18]1.[OH-].[Na+].C(Cl)(Cl)Cl. (4) Given the product [CH2:15]([O:7][C:1]1[CH:6]=[CH:5][CH:4]=[CH:3][CH:2]=1)[CH2:16][CH2:17][CH2:18][CH3:19], predict the reactants needed to synthesize it. The reactants are: [C:1]1([OH:7])[CH:6]=[CH:5][CH:4]=[CH:3][CH:2]=1.C(=O)([O-])[O-].[K+].[K+].Br[CH2:15][CH2:16][CH2:17][CH2:18][CH3:19].